Dataset: Full USPTO retrosynthesis dataset with 1.9M reactions from patents (1976-2016). Task: Predict the reactants needed to synthesize the given product. (1) Given the product [CH3:33][C:34]1[N:43]=[C:42]2[C:37]([C:38](=[CH2:2])[CH2:39][CH2:40][N:41]2[C:44]([O:46][C:47]([CH3:50])([CH3:49])[CH3:48])=[O:45])=[CH:36][CH:35]=1, predict the reactants needed to synthesize it. The reactants are: [I-].[CH3:2][P+](C1C=CC=CC=1)(C1C=CC=CC=1)C1C=CC=CC=1.[Li]CCCC.CCCCCC.[CH3:33][C:34]1[N:43]=[C:42]2[C:37]([C:38](=O)[CH2:39][CH2:40][N:41]2[C:44]([O:46][C:47]([CH3:50])([CH3:49])[CH3:48])=[O:45])=[CH:36][CH:35]=1. (2) Given the product [F:32][C:33]1[CH:38]=[CH:37][CH:36]=[CH:35][C:34]=1[S:39]([N:12]1[C:8]([C:7]2[C:2]([F:1])=[N:3][CH:4]=[CH:5][CH:6]=2)=[CH:9][C:10]([CH:13]=[O:14])=[CH:11]1)(=[O:41])=[O:40], predict the reactants needed to synthesize it. The reactants are: [F:1][C:2]1[C:7]([C:8]2[NH:12][CH:11]=[C:10]([CH:13]=[O:14])[CH:9]=2)=[CH:6][CH:5]=[CH:4][N:3]=1.[H-].[Na+].C1OCCOCCOCCOCCOC1.[F:32][C:33]1[CH:38]=[CH:37][CH:36]=[CH:35][C:34]=1[S:39](Cl)(=[O:41])=[O:40]. (3) Given the product [Br:19][C:9]1[C:10]([NH2:12])=[N:11][C:6]([C:2]2[O:1][CH:5]=[CH:4][CH:3]=2)=[C:7]([C:13]2[CH:18]=[CH:17][N:16]=[CH:15][CH:14]=2)[N:8]=1, predict the reactants needed to synthesize it. The reactants are: [O:1]1[CH:5]=[CH:4][CH:3]=[C:2]1[C:6]1[N:11]=[C:10]([NH2:12])[CH:9]=[N:8][C:7]=1[C:13]1[CH:18]=[CH:17][N:16]=[CH:15][CH:14]=1.[Br:19]N1C(=O)CCC1=O. (4) Given the product [Cl:28][C:15]1[C:16]([NH:21][S:22]([CH2:25][CH2:26][CH3:27])(=[O:24])=[O:23])=[CH:17][CH:18]=[C:19]([Cl:20])[C:14]=1[NH:13][C:11]([C:8]1[C:4]2[N:5]=[CH:6][N:7]=[C:2]([NH2:29])[C:3]=2[S:10][CH:9]=1)=[O:12], predict the reactants needed to synthesize it. The reactants are: Cl[C:2]1[C:3]2[S:10][CH:9]=[C:8]([C:11]([NH:13][C:14]3[C:19]([Cl:20])=[CH:18][CH:17]=[C:16]([NH:21][S:22]([CH2:25][CH2:26][CH3:27])(=[O:24])=[O:23])[C:15]=3[Cl:28])=[O:12])[C:4]=2[N:5]=[CH:6][N:7]=1.[NH3:29]. (5) Given the product [CH:10]([CH:1]1[O:8][Si:19]([CH3:21])([CH3:20])[C:3]2[CH:4]=[CH:5][CH:6]=[CH:7][C:2]1=2)([CH2:12][CH3:13])[CH3:11], predict the reactants needed to synthesize it. The reactants are: [CH:1](=[O:8])[C:2]1[CH:7]=[CH:6][CH:5]=[CH:4][CH:3]=1.[Li][CH:10]([CH2:12][CH3:13])[CH3:11].[Li]CCCC.[SiH:19](Cl)([CH3:21])[CH3:20]. (6) Given the product [ClH:17].[CH:18]1([C:21]2[C:22]([N:31]3[CH2:36][CH2:35][N:34]([C:12]([C:11]4[CH:10]=[CH:9][C:8]([N:3]5[C@H:2]([CH3:1])[CH2:6][O:5][C:4]5=[O:7])=[CH:16][CH:15]=4)=[O:14])[CH2:33][CH2:32]3)=[N:23][CH:24]=[C:25]([C:27]([F:30])([F:28])[F:29])[CH:26]=2)[CH2:19][CH2:20]1, predict the reactants needed to synthesize it. The reactants are: [CH3:1][C@@H:2]1[CH2:6][O:5][C:4](=[O:7])[N:3]1[C:8]1[CH:16]=[CH:15][C:11]([C:12]([OH:14])=O)=[CH:10][CH:9]=1.[ClH:17].[CH:18]1([C:21]2[C:22]([N:31]3[CH2:36][CH2:35][NH:34][CH2:33][CH2:32]3)=[N:23][CH:24]=[C:25]([C:27]([F:30])([F:29])[F:28])[CH:26]=2)[CH2:20][CH2:19]1. (7) Given the product [Cl:32][C:27]1[CH:28]=[CH:29][CH:30]=[CH:31][C:26]=1[CH2:25][N:23]1[CH:24]=[C:20]([C:16]2[CH:15]=[C:14]([C:13]3[N:33]=[N:34][NH:35][C:10]=3[C:11]#[N:12])[CH:19]=[CH:18][N:17]=2)[N:21]=[CH:22]1, predict the reactants needed to synthesize it. The reactants are: C1(S([C:10](=[CH:13][C:14]2[CH:19]=[CH:18][N:17]=[C:16]([C:20]3[N:21]=[CH:22][N:23]([CH2:25][C:26]4[CH:31]=[CH:30][CH:29]=[CH:28][C:27]=4[Cl:32])[CH:24]=3)[CH:15]=2)[C:11]#[N:12])(=O)=O)C=CC=CC=1.[N-:33]=[N+:34]=[N-:35].[Na+].Cl.[OH-].[Na+]. (8) Given the product [CH:6]([C:5]1[CH:8]=[CH:9][C:2]([O:14][C:15]2[CH:16]=[C:17]([CH:20]=[CH:21][CH:22]=2)[C:18]#[N:19])=[C:3]([C:10]([F:13])([F:12])[F:11])[CH:4]=1)=[O:7], predict the reactants needed to synthesize it. The reactants are: F[C:2]1[CH:9]=[CH:8][C:5]([CH:6]=[O:7])=[CH:4][C:3]=1[C:10]([F:13])([F:12])[F:11].[OH:14][C:15]1[CH:16]=[C:17]([CH:20]=[CH:21][CH:22]=1)[C:18]#[N:19]. (9) The reactants are: [N:1]1[C:10]2[C:5](=[CH:6][CH:7]=[CH:8][CH:9]=2)[C:4]([N:11]2[CH2:17][C:16]3[CH:18]=[C:19]([C:22]4[CH:23]=[CH:24][C:25]5[N:29]=[C:28]([NH:30][C:31](=O)OC)[NH:27][C:26]=5[CH:35]=4)[CH:20]=[CH:21][C:15]=3[O:14][CH2:13][CH2:12]2)=[CH:3][CH:2]=1.F[P-](F)(F)(F)(F)F.Cl[C:44](N(C)C)=[N+](C)C.CN1CCOCC1. Given the product [CH3:44][N:30]([CH3:31])[C:28]1[NH:27][C:26]2[CH:35]=[C:22]([C:19]3[CH:20]=[CH:21][C:15]4[O:14][CH2:13][CH2:12][N:11]([C:4]5[C:5]6[C:10](=[CH:9][CH:8]=[CH:7][CH:6]=6)[N:1]=[CH:2][CH:3]=5)[CH2:17][C:16]=4[CH:18]=3)[CH:23]=[CH:24][C:25]=2[N:29]=1, predict the reactants needed to synthesize it. (10) Given the product [Br:7][C:8]1[CH:13]=[CH:12][C:11]([C:14]([F:17])([F:16])[F:15])=[CH:10][C:9]=1[CH:1]1[CH2:3][CH2:2]1, predict the reactants needed to synthesize it. The reactants are: [CH:1]1(B(O)O)[CH2:3][CH2:2]1.[Br:7][C:8]1[CH:13]=[CH:12][C:11]([C:14]([F:17])([F:16])[F:15])=[CH:10][C:9]=1I.P([O-])([O-])([O-])=O.[K+].[K+].[K+].